Dataset: Catalyst prediction with 721,799 reactions and 888 catalyst types from USPTO. Task: Predict which catalyst facilitates the given reaction. (1) Product: [C:1]([O:5][C:6](=[O:24])[N:7]([C:9]([CH2:13][N:14]([C:36](=[O:35])[C:37]([Cl:38])([F:40])[F:39])[CH3:15])([C:16]1[CH:21]=[CH:20][C:19]([Cl:22])=[C:18]([Cl:23])[CH:17]=1)[CH2:10][CH:11]=[CH2:12])[CH3:8])([CH3:2])([CH3:3])[CH3:4]. Reactant: [C:1]([O:5][C:6](=[O:24])[N:7]([C:9]([C:16]1[CH:21]=[CH:20][C:19]([Cl:22])=[C:18]([Cl:23])[CH:17]=1)([CH2:13][NH:14][CH3:15])[CH2:10][CH:11]=[CH2:12])[CH3:8])([CH3:4])([CH3:3])[CH3:2].N1C=CC=CC=1.ClC(F)(F)C([O:35][C:36](=O)[C:37]([F:40])([F:39])[Cl:38])=O.C(=O)(O)[O-].[Na+]. The catalyst class is: 2. (2) Reactant: Cl[C:2]1[N:7]=[C:6]([C:8]2[CH:13]=[CH:12][CH:11]=[CH:10][N:9]=2)[N:5]=[C:4]([CH3:14])[CH:3]=1.[CH3:15][O:16][C:17]1[CH:22]=[CH:21][C:20]([NH2:23])=[CH:19][CH:18]=1.Cl.[OH-].[Na+]. Product: [CH3:15][O:16][C:17]1[CH:22]=[CH:21][C:20]([NH:23][C:2]2[CH:3]=[C:4]([CH3:14])[N:5]=[C:6]([C:8]3[CH:13]=[CH:12][CH:11]=[CH:10][N:9]=3)[N:7]=2)=[CH:19][CH:18]=1. The catalyst class is: 6. (3) Reactant: [H-].[Na+].[CH3:3][O:4][CH2:5][C@H:6]1[CH2:8][C@@H:7]1[CH2:9][OH:10].Cl[CH2:12][C:13]1[CH:18]=[CH:17][C:16]([C@H:19]2[C@H:24]([O:25][Si](C(C)C)(C(C)C)C(C)C)[CH2:23][NH:22][CH2:21][C@@H:20]2[O:36][CH:37]([C:48]2[CH:49]=[CH:50][C:51]3[O:56][CH2:55][CH2:54][N:53]([CH2:57][CH2:58][CH2:59][O:60][CH3:61])[C:52]=3[CH:62]=2)S(C2C=CC(C)=CC=2)(=O)=O)=[CH:15][CH:14]=1.O. Product: [CH3:3][O:4][CH2:5][C@H:6]1[CH2:8][C@@H:7]1[CH2:9][O:10][CH2:12][C:13]1[CH:14]=[CH:15][C:16]([C@@H:19]2[C@@H:20]([O:36][CH2:37][C:48]3[CH:49]=[CH:50][C:51]4[O:56][CH2:55][CH2:54][N:53]([CH2:57][CH2:58][CH2:59][O:60][CH3:61])[C:52]=4[CH:62]=3)[CH2:21][NH:22][CH2:23][C@H:24]2[OH:25])=[CH:17][CH:18]=1. The catalyst class is: 9. (4) Product: [OH:8][C:7]1[C:9]([O:10][CH3:11])=[CH:12][C:2]([CH3:1])=[CH:3][C:4]=1[O:5][CH3:6]. Reactant: [CH:1](=O)[C:2]1[CH:12]=[C:9]([O:10][CH3:11])[C:7]([OH:8])=[C:4]([O:5][CH3:6])[CH:3]=1. The catalyst class is: 331.